From a dataset of Reaction yield outcomes from USPTO patents with 853,638 reactions. Predict the reaction yield, written as a fraction of the theoretical maximum amount of product (1.0 means a 100% yield; for example, 0.34 means a 34% yield). (1) The reactants are [Cl:1][C:2]1[NH:6][C:5]2[CH:7]=[CH:8][CH:9]=[CH:10][C:4]=2[N:3]=1.C([O-])([O-])=O.[K+].[K+].I[CH:18]1[CH2:22][CH2:21][CH2:20][CH2:19]1. The catalyst is CN(C=O)C. The product is [Cl:1][C:2]1[N:6]([CH:18]2[CH2:22][CH2:21][CH2:20][CH2:19]2)[C:5]2[CH:7]=[CH:8][CH:9]=[CH:10][C:4]=2[N:3]=1. The yield is 0.590. (2) The reactants are [C:1]1([N:7]([C:14]2[CH:19]=[CH:18][CH:17]=[CH:16][CH:15]=2)[C:8]2[CH:13]=[CH:12][CH:11]=[CH:10][CH:9]=2)[CH:6]=[CH:5][CH:4]=[CH:3][CH:2]=1.[Br:20]N1C(=O)CCC1=O. The catalyst is C(OCC)(=O)C. The yield is 0.730. The product is [CH:17]1[CH:16]=[CH:15][C:14]([N:7]([C:1]2[CH:2]=[CH:3][C:4]([Br:20])=[CH:5][CH:6]=2)[C:8]2[CH:13]=[CH:12][CH:11]=[CH:10][CH:9]=2)=[CH:19][CH:18]=1. (3) The reactants are [OH-].[K+].[CH3:3][O:4][C:5](=[O:11])[C:6]([CH3:10])([CH3:9])[CH2:7][OH:8].[CH3:12]I. The catalyst is CS(C)=O. The product is [CH3:3][O:4][C:5](=[O:11])[C:6]([CH3:10])([CH3:9])[CH2:7][O:8][CH3:12]. The yield is 0.770. (4) The reactants are CC(C)([O-])C.[K+].F[C:8]1[C:18]([F:19])=[C:17]([F:20])[CH:16]=[CH:15][C:9]=1[NH:10][C@@H:11]([CH3:14])[CH2:12][OH:13]. The catalyst is CN(C=O)C. The product is [F:20][C:17]1[CH:16]=[CH:15][C:9]2[NH:10][C@@H:11]([CH3:14])[CH2:12][O:13][C:8]=2[C:18]=1[F:19]. The yield is 0.790. (5) The reactants are [Cl:1][C:2]1[CH:34]=[CH:33][C:5]([O:6][C:7]2[CH:12]=[CH:11][C:10]([N:13]3[CH:17]([C:18]4[CH:23]=[CH:22][CH:21]=[C:20]([O:24][CH2:25][C:26]5[CH:31]=[CH:30][CH:29]=[CH:28][CH:27]=5)[CH:19]=4)[CH2:16][NH:15][C:14]3=[O:32])=[CH:9][CH:8]=2)=[CH:4][CH:3]=1.[H-].[Na+].[CH:37]([S:39]([CH3:42])(=[O:41])=[O:40])=[CH2:38].[Cl-].[NH4+]. The catalyst is CN(C=O)C. The product is [Cl:1][C:2]1[CH:3]=[CH:4][C:5]([O:6][C:7]2[CH:8]=[CH:9][C:10]([N:13]3[CH:17]([C:18]4[CH:23]=[CH:22][CH:21]=[C:20]([O:24][CH2:25][C:26]5[CH:31]=[CH:30][CH:29]=[CH:28][CH:27]=5)[CH:19]=4)[CH2:16][N:15]([CH2:38][CH2:37][S:39]([CH3:42])(=[O:41])=[O:40])[C:14]3=[O:32])=[CH:11][CH:12]=2)=[CH:33][CH:34]=1. The yield is 0.710. (6) The reactants are [CH:1]1([C:4]2[CH:5]=[C:6]3[C:10](=[CH:11][CH:12]=2)[N:9]([CH3:13])[N:8]=[C:7]3[C:14]2[N:15]=[C:16]3[C:22]([C:23](O)=[O:24])=[CH:21][N:20]([CH2:26][O:27][CH2:28][CH2:29][Si:30]([CH3:33])([CH3:32])[CH3:31])[C:17]3=[N:18][CH:19]=2)[CH2:3][CH2:2]1.Cl.[CH3:35][O:36][CH2:37][C@@H:38]([NH2:40])[CH3:39].CN(C(ON1N=NC2C=CC=NC1=2)=[N+](C)C)C.F[P-](F)(F)(F)(F)F.C(N(CC)C(C)C)(C)C. The catalyst is C(#N)C. The product is [CH3:35][O:36][CH2:37][C@@H:38]([NH:40][C:23]([C:22]1[C:16]2[C:17](=[N:18][CH:19]=[C:14]([C:7]3[C:6]4[C:10](=[CH:11][CH:12]=[C:4]([CH:1]5[CH2:3][CH2:2]5)[CH:5]=4)[N:9]([CH3:13])[N:8]=3)[N:15]=2)[N:20]([CH2:26][O:27][CH2:28][CH2:29][Si:30]([CH3:32])([CH3:33])[CH3:31])[CH:21]=1)=[O:24])[CH3:39]. The yield is 0.420. (7) The reactants are C([Li])CCC.[CH2:6]([O:8][CH2:9][N:10]1[CH:14]=[CH:13][CH:12]=[N:11]1)[CH3:7].C(O[B:19]1[O:23][C:22]([CH3:25])([CH3:24])[C:21]([CH3:27])([CH3:26])[O:20]1)(C)C.[Cl-].[NH4+].Cl. The catalyst is O1CCCC1.C(OC)(C)(C)C.O. The product is [CH2:6]([O:8][CH2:9][N:10]1[C:14]([B:19]2[O:23][C:22]([CH3:25])([CH3:24])[C:21]([CH3:27])([CH3:26])[O:20]2)=[CH:13][CH:12]=[N:11]1)[CH3:7]. The yield is 0.780.